Dataset: Catalyst prediction with 721,799 reactions and 888 catalyst types from USPTO. Task: Predict which catalyst facilitates the given reaction. Reactant: [C:1]([O:4][CH2:5][CH:6]([O:25][C:26](=[O:28])[CH3:27])[CH:7](Br)[C:8]1[O:9][C:10]([Br:23])=[C:11]([C:13]2[CH:18]=[CH:17][C:16]([C:19]([F:22])([F:21])[F:20])=[CH:15][CH:14]=2)[N:12]=1)(=[O:3])[CH3:2].C([O-])([O-])=O.[K+].[K+].[F:35][C:36]1[C:44]([OH:45])=[CH:43][CH:42]=[C:41]([F:46])[C:37]=1[C:38]([NH2:40])=[O:39]. Product: [C:1]([O:4][CH2:5][CH:6]([O:25][C:26](=[O:28])[CH3:27])[CH:7]([C:8]1[O:9][C:10]([Br:23])=[C:11]([C:13]2[CH:18]=[CH:17][C:16]([C:19]([F:22])([F:21])[F:20])=[CH:15][CH:14]=2)[N:12]=1)[O:45][C:44]1[CH:43]=[CH:42][C:41]([F:46])=[C:37]([C:38](=[O:39])[NH2:40])[C:36]=1[F:35])(=[O:3])[CH3:2]. The catalyst class is: 3.